Task: Predict which catalyst facilitates the given reaction.. Dataset: Catalyst prediction with 721,799 reactions and 888 catalyst types from USPTO (1) Reactant: Br[C:2]1[CH:7]=[CH:6][CH:5]=[C:4]([Cl:8])[C:3]=1[C:9]1[S:10][C:11]2[C:12](Cl)=[N:13][CH:14]=[CH:15][C:16]=2[N:17]=1.BrC1C=CC=C(Cl)C=1C(Cl)=NC1[CH:29]=[CH:28][N:27]=[C:26](Cl)C=1F.[NH2:38][C:39]([NH2:41])=S.[N:42]1[CH:47]=CC=CC=1.CC[N:50](CC)CC. Product: [NH2:38][C:39]1[N:41]=[CH:26][N:27]=[C:28]([NH:50][C:12]2[C:11]3[S:10][C:9]([C:3]4[C:4]([Cl:8])=[CH:5][CH:6]=[CH:7][C:2]=4[C:47]#[N:42])=[N:17][C:16]=3[CH:15]=[CH:14][N:13]=2)[CH:29]=1. The catalyst class is: 32. (2) Reactant: [BrH:1].C(O)(=O)C.[Cl:6][C:7]1[CH:12]=[C:11]([Cl:13])[CH:10]=[CH:9][C:8]=1[C:14](=O)[CH2:15][S:16][C:17]#[N:18].O. Product: [Br:1][C:17]1[S:16][CH:15]=[C:14]([C:8]2[CH:9]=[CH:10][C:11]([Cl:13])=[CH:12][C:7]=2[Cl:6])[N:18]=1. The catalyst class is: 15. (3) Reactant: [CH2:1]([N:8]1[CH:12]=[CH:11][CH:10]=[C:9]1[C:13]1[N:18]=[C:17](Cl)[N:16]=[C:15](Cl)[N:14]=1)[C:2]1[CH:7]=[CH:6][CH:5]=[CH:4][CH:3]=1.[NH2:21][C:22]1[CH:35]=[CH:34][C:25]([C:26]([C:28]2[CH:33]=[CH:32][CH:31]=[CH:30][CH:29]=2)=[O:27])=[CH:24][CH:23]=1.[C:36](=[O:39])([O-])[O-].[K+].[K+]. Product: [CH2:1]([N:8]1[CH:12]=[CH:11][CH:10]=[C:9]1[C:13]1[N:18]=[C:17]([NH:21][C:22]2[CH:23]=[CH:24][C:25]([C:26](=[O:27])[C:28]3[CH:33]=[CH:32][CH:31]=[CH:30][CH:29]=3)=[CH:34][CH:35]=2)[N:16]=[C:15]([NH:21][C:22]2[CH:35]=[CH:34][C:25]([C:36](=[O:39])[C:28]3[CH:33]=[CH:32][CH:31]=[CH:30][CH:29]=3)=[CH:24][CH:23]=2)[N:14]=1)[C:2]1[CH:7]=[CH:6][CH:5]=[CH:4][CH:3]=1. The catalyst class is: 12.